This data is from NCI-60 drug combinations with 297,098 pairs across 59 cell lines. The task is: Regression. Given two drug SMILES strings and cell line genomic features, predict the synergy score measuring deviation from expected non-interaction effect. (1) Drug 1: CC1C(C(CC(O1)OC2CC(CC3=C2C(=C4C(=C3O)C(=O)C5=C(C4=O)C(=CC=C5)OC)O)(C(=O)C)O)N)O.Cl. Drug 2: CC=C1C(=O)NC(C(=O)OC2CC(=O)NC(C(=O)NC(CSSCCC=C2)C(=O)N1)C(C)C)C(C)C. Cell line: A549. Synergy scores: CSS=47.2, Synergy_ZIP=3.30, Synergy_Bliss=4.00, Synergy_Loewe=-5.21, Synergy_HSA=4.28. (2) Drug 1: C1=CC(=CC=C1CCC2=CNC3=C2C(=O)NC(=N3)N)C(=O)NC(CCC(=O)O)C(=O)O. Drug 2: C1CC(C1)(C(=O)O)C(=O)O.[NH2-].[NH2-].[Pt+2]. Cell line: SNB-75. Synergy scores: CSS=25.8, Synergy_ZIP=-4.11, Synergy_Bliss=-2.51, Synergy_Loewe=-0.901, Synergy_HSA=1.81. (3) Drug 1: CC1=CC=C(C=C1)C2=CC(=NN2C3=CC=C(C=C3)S(=O)(=O)N)C(F)(F)F. Drug 2: C(CC(=O)O)C(=O)CN.Cl. Cell line: OVCAR-4. Synergy scores: CSS=0.718, Synergy_ZIP=3.84, Synergy_Bliss=-1.81, Synergy_Loewe=-4.87, Synergy_HSA=-5.02. (4) Drug 1: CC1=C(C(=O)C2=C(C1=O)N3CC4C(C3(C2COC(=O)N)OC)N4)N. Drug 2: C1CN(P(=O)(OC1)NCCCl)CCCl. Synergy scores: CSS=23.8, Synergy_ZIP=-2.56, Synergy_Bliss=-2.34, Synergy_Loewe=-32.2, Synergy_HSA=-2.91. Cell line: RPMI-8226. (5) Drug 1: C1=CC(=CC=C1C#N)C(C2=CC=C(C=C2)C#N)N3C=NC=N3. Drug 2: C1CN(P(=O)(OC1)NCCCl)CCCl. Cell line: IGROV1. Synergy scores: CSS=-4.01, Synergy_ZIP=4.16, Synergy_Bliss=3.26, Synergy_Loewe=-3.60, Synergy_HSA=-1.81. (6) Drug 1: C1=CN(C(=O)N=C1N)C2C(C(C(O2)CO)O)O.Cl. Drug 2: CC1=C(N=C(N=C1N)C(CC(=O)N)NCC(C(=O)N)N)C(=O)NC(C(C2=CN=CN2)OC3C(C(C(C(O3)CO)O)O)OC4C(C(C(C(O4)CO)O)OC(=O)N)O)C(=O)NC(C)C(C(C)C(=O)NC(C(C)O)C(=O)NCCC5=NC(=CS5)C6=NC(=CS6)C(=O)NCCC[S+](C)C)O. Cell line: UO-31. Synergy scores: CSS=32.5, Synergy_ZIP=-7.50, Synergy_Bliss=-3.85, Synergy_Loewe=0.660, Synergy_HSA=2.04. (7) Drug 1: C1CCC(CC1)NC(=O)N(CCCl)N=O. Drug 2: C(CN)CNCCSP(=O)(O)O. Cell line: SK-OV-3. Synergy scores: CSS=1.55, Synergy_ZIP=-2.40, Synergy_Bliss=-3.10, Synergy_Loewe=-5.35, Synergy_HSA=-3.34. (8) Drug 1: C1C(C(OC1N2C=C(C(=O)NC2=O)F)CO)O. Drug 2: CNC(=O)C1=NC=CC(=C1)OC2=CC=C(C=C2)NC(=O)NC3=CC(=C(C=C3)Cl)C(F)(F)F. Cell line: NCI-H522. Synergy scores: CSS=4.57, Synergy_ZIP=-5.36, Synergy_Bliss=-5.22, Synergy_Loewe=-5.02, Synergy_HSA=-2.21.